This data is from Catalyst prediction with 721,799 reactions and 888 catalyst types from USPTO. The task is: Predict which catalyst facilitates the given reaction. (1) Reactant: Br[C:2]1[C:3]([CH3:10])=[N:4][C:5]([O:8][CH3:9])=[CH:6][CH:7]=1.[CH2:11]([OH:18])[C:12]1[CH:17]=[CH:16][CH:15]=[CH:14][CH:13]=1.N1C2C(=CC=C3C=2N=CC=C3)C=CC=1.C([O-])([O-])=O.[Cs+].[Cs+]. Product: [CH2:11]([O:18][C:2]1[C:3]([CH3:10])=[N:4][C:5]([O:8][CH3:9])=[CH:6][CH:7]=1)[C:12]1[CH:17]=[CH:16][CH:15]=[CH:14][CH:13]=1. The catalyst class is: 432. (2) Reactant: [CH2:1]([CH2:3][NH2:4])[OH:2].C(=O)([O-])[O-].[K+].[K+].[Br:11][C:12]1[CH:21]=[CH:20][C:15]([C:16]([O:18][CH3:19])=[O:17])=[CH:14][C:13]=1[CH2:22]Br. Product: [Br:11][C:12]1[CH:21]=[CH:20][C:15]([C:16]([O:18][CH3:19])=[O:17])=[CH:14][C:13]=1[CH2:22][NH:4][CH2:3][CH2:1][OH:2]. The catalyst class is: 10. (3) Reactant: [CH2:1]([O:8][C:9]1[C:32](=[O:33])[N:13]2[CH2:14][CH:15]3[CH2:20][CH2:19][C:18]([NH:21][C:22]([O:24][CH2:25][C:26]4[CH:31]=[CH:30][CH:29]=[CH:28][CH:27]=4)=[O:23])([C:12]2=[N:11][C:10]=1[C:34](O)=[O:35])[CH2:17][CH2:16]3)[C:2]1[CH:7]=[CH:6][CH:5]=[CH:4][CH:3]=1.C(Cl)(=O)C(Cl)=O.Cl.[NH2:44][CH:45]([CH2:48][C:49]1[CH:54]=[CH:53][C:52]([F:55])=[CH:51][CH:50]=1)[C:46]#[N:47].C(N(CC)CC)C.C([O-])(O)=O.[Na+]. Product: [CH2:25]([O:24][C:22](=[O:23])[NH:21][C:18]12[CH2:17][CH2:16][CH:15]([CH2:20][CH2:19]1)[CH2:14][N:13]1[C:32](=[O:33])[C:9]([O:8][CH2:1][C:2]3[CH:7]=[CH:6][CH:5]=[CH:4][CH:3]=3)=[C:10]([C:34](=[O:35])[NH:44][CH:45]([C:46]#[N:47])[CH2:48][C:49]3[CH:54]=[CH:53][C:52]([F:55])=[CH:51][CH:50]=3)[N:11]=[C:12]21)[C:26]1[CH:31]=[CH:30][CH:29]=[CH:28][CH:27]=1. The catalyst class is: 59. (4) Reactant: [NH:1]1[CH2:6][CH2:5][CH2:4][CH2:3][CH2:2]1.[Br:7][C:8]1[CH:13]=[CH:12][C:11]([C:14]2[O:15][C:16]([CH3:26])=[C:17]([CH2:19][CH2:20]OS(C)(=O)=O)[N:18]=2)=[CH:10][CH:9]=1.ClCCl. Product: [Br:7][C:8]1[CH:9]=[CH:10][C:11]([C:14]2[O:15][C:16]([CH3:26])=[C:17]([CH2:19][CH2:20][N:1]3[CH2:6][CH2:5][CH2:4][CH2:3][CH2:2]3)[N:18]=2)=[CH:12][CH:13]=1. The catalyst class is: 7. (5) Reactant: [C:1]1([CH:8]=[CH:7][C:5]([OH:6])=[CH:4][CH:3]=1)[OH:2].Br[C:10]([CH3:17])([CH3:16])[C:11]([O:13][CH2:14][CH3:15])=[O:12].Cl. Product: [OH:2][C:1]1[CH:8]=[CH:7][C:5]([O:6][C:10]([CH3:17])([CH3:16])[C:11]([O:13][CH2:14][CH3:15])=[O:12])=[CH:4][CH:3]=1. The catalyst class is: 3. (6) Reactant: C[O:2][C:3]1[CH:4]=[C:5]([CH:14]=[CH:15][CH:16]=1)[CH2:6][C:7]1[CH:12]=[CH:11][CH:10]=[CH:9][C:8]=1[SH:13].[Al+3].[Cl-].[Cl-].[Cl-].[Li]CCCC.O. Product: [SH:13][C:8]1[CH:9]=[CH:10][CH:11]=[CH:12][C:7]=1[CH2:6][C:5]1[CH:4]=[C:3]([OH:2])[CH:16]=[CH:15][CH:14]=1. The catalyst class is: 195. (7) Reactant: Br[C:2]1[C:11]([F:12])=[CH:10][C:5]([C:6]([O:8][CH3:9])=[O:7])=[C:4]([Cl:13])[CH:3]=1.C([Mg]Cl)(C)C.[C:19](O[C:19]([O:21][C:22]([CH3:25])([CH3:24])[CH3:23])=[O:20])([O:21][C:22]([CH3:25])([CH3:24])[CH3:23])=[O:20]. Product: [Cl:13][C:4]1[C:5]([C:6]([O:8][CH3:9])=[O:7])=[CH:10][C:11]([F:12])=[C:2]([CH:3]=1)[C:19]([O:21][C:22]([CH3:25])([CH3:24])[CH3:23])=[O:20]. The catalyst class is: 54. (8) Reactant: [CH3:1][O:2][C:3]1[CH:4]=[C:5]2[C:10](=[CH:11][CH:12]=1)[CH:9]=[C:8]([C:13](=O)[CH2:14][CH2:15][C:16]([C:18]1[CH:23]=[CH:22][CH:21]=[CH:20][CH:19]=1)=O)[CH:7]=[CH:6]2.C([O-])(=O)C.[NH4+:29]. Product: [CH3:1][O:2][C:3]1[CH:4]=[C:5]2[C:10](=[CH:11][CH:12]=1)[CH:9]=[C:8]([C:13]1[NH:29][C:16]([C:18]3[CH:23]=[CH:22][CH:21]=[CH:20][CH:19]=3)=[CH:15][CH:14]=1)[CH:7]=[CH:6]2. The catalyst class is: 15. (9) The catalyst class is: 48. Product: [N+:1]([C:4]1[CH:5]=[C:6]([CH2:10][S:11]([N:16]([CH3:17])[CH3:15])(=[O:13])=[O:12])[CH:7]=[CH:8][CH:9]=1)([O-:3])=[O:2]. Reactant: [N+:1]([C:4]1[CH:5]=[C:6]([CH2:10][S:11](Cl)(=[O:13])=[O:12])[CH:7]=[CH:8][CH:9]=1)([O-:3])=[O:2].[CH3:15][NH:16][CH3:17].